The task is: Predict the reactants needed to synthesize the given product.. This data is from Full USPTO retrosynthesis dataset with 1.9M reactions from patents (1976-2016). (1) Given the product [CH3:1][O:2][CH2:3][C@H:4]([CH3:46])[O:5][C:6]1[CH:22]=[C:21]([C:23]2[NH:24][C:25]([C:28]3[O:29][C@@H:30]([CH2:34][OH:35])[C@@H:31]([CH3:33])[N:32]=3)=[CH:26][CH:27]=2)[CH:20]=[C:8]([O:9][C:10]2[CH:15]=[N:14][C:13]([S:16]([CH3:19])(=[O:17])=[O:18])=[CH:12][CH:11]=2)[CH:7]=1, predict the reactants needed to synthesize it. The reactants are: [CH3:1][O:2][CH2:3][C@H:4]([CH3:46])[O:5][C:6]1[CH:7]=[C:8]([CH:20]=[C:21]([C:23]2[NH:24][C:25]([C:28]3[O:29][C@@H:30]([CH2:34][O:35][Si](C(C)C)(C(C)C)C(C)C)[C@@H:31]([CH3:33])[N:32]=3)=[CH:26][CH:27]=2)[CH:22]=1)[O:9][C:10]1[CH:11]=[CH:12][C:13]([S:16]([CH3:19])(=[O:18])=[O:17])=[N:14][CH:15]=1.[F-].C([N+](CCCC)(CCCC)CCCC)CCC.O. (2) Given the product [Br:1][C:2]1[C:7]([O:8][CH3:9])=[CH:6][N:5]([CH:10]([CH3:14])[C:11]([NH:16][C:17]2[CH:29]=[CH:28][C:20]([C:21]([O:23][C:24]([CH3:25])([CH3:26])[CH3:27])=[O:22])=[CH:19][CH:18]=2)=[O:13])[C:4](=[O:15])[CH:3]=1, predict the reactants needed to synthesize it. The reactants are: [Br:1][C:2]1[C:7]([O:8][CH3:9])=[CH:6][N:5]([CH:10]([CH3:14])[C:11]([OH:13])=O)[C:4](=[O:15])[CH:3]=1.[NH2:16][C:17]1[CH:29]=[CH:28][C:20]([C:21]([O:23][C:24]([CH3:27])([CH3:26])[CH3:25])=[O:22])=[CH:19][CH:18]=1. (3) Given the product [C:1]([N:4]1[N:8]=[C:7]([C:9]2[CH:14]=[C:13]([F:15])[CH:12]=[CH:11][C:10]=2[F:16])[O:6][C:5]1([CH2:23][CH2:24][CH2:25][N:66]([CH3:71])[CH3:67])[C:17]1[CH:22]=[CH:21][CH:20]=[CH:19][CH:18]=1)(=[O:3])[CH3:2], predict the reactants needed to synthesize it. The reactants are: [C:1]([N:4]1[N:8]=[C:7]([C:9]2[CH:14]=[C:13]([F:15])[CH:12]=[CH:11][C:10]=2[F:16])[O:6][C:5]1([CH2:23][CH2:24][CH2:25]O)[C:17]1[CH:22]=[CH:21][CH:20]=[CH:19][CH:18]=1)(=[O:3])[CH3:2].CC(OI1(OC(C)=O)(OC(C)=O)OC(=O)C2C=CC=CC1=2)=O.S([O-])([O-])(=O)=S.[Na+].[Na+].C([O-])(O)=O.[Na+].C(C1C(CCC=O)(C2C=CC=CC=2)[CH:67]2COC3C=CC(Cl)=C[C:71]=3[N:66]2N=1)(=O)C.CNC.C(N(CC)CC)C.[BH-](OC(C)=O)(OC(C)=O)OC(C)=O.[Na+]. (4) Given the product [Br:1][C:2]1[CH:3]=[N:4][C:5]2[N:6]([N:8]=[C:9]([C:11]([N:24]3[CH2:23][CH2:22][C:21]4[C:26](=[CH:27][CH:28]=[CH:29][C:20]=4[C:19]4[C:15]([CH3:14])=[N:16][O:17][C:18]=4[CH3:31])[CH:25]3[CH3:30])=[O:13])[CH:10]=2)[CH:7]=1, predict the reactants needed to synthesize it. The reactants are: [Br:1][C:2]1[CH:3]=[N:4][C:5]2[N:6]([N:8]=[C:9]([C:11]([OH:13])=O)[CH:10]=2)[CH:7]=1.[CH3:14][C:15]1[C:19]([C:20]2[CH:29]=[CH:28][CH:27]=[C:26]3[C:21]=2[CH2:22][CH2:23][NH:24][CH:25]3[CH3:30])=[C:18]([CH3:31])[O:17][N:16]=1. (5) Given the product [Cl:12][C:2]1[N:7]=[C:6]([C:8](=[NH:9])[NH:15][C:14]#[N:13])[CH:5]=[CH:4][N:3]=1, predict the reactants needed to synthesize it. The reactants are: Cl[C:2]1[N:7]=[C:6]([C:8]#[N:9])[CH:5]=[CH:4][N:3]=1.CO.[ClH:12].[N:13]#[C:14][NH2:15].C(=O)(O)[O-].[Na+]. (6) Given the product [Cl:1][C:2]1[CH:7]=[C:6]([C:8]2[S:12][C:11]([CH3:13])=[N:10][CH:9]=2)[CH:5]=[CH:4][C:3]=1[C:14]1[C:26](=[O:27])[N:25]([CH2:28][CH3:29])[C:17]2[N:18]=[C:19]([NH:42][C:41]3[CH:43]=[CH:44][C:38]([CH:35]4[CH2:34][CH2:33][N:32]([CH2:30][CH3:31])[CH2:37][CH2:36]4)=[CH:39][CH:40]=3)[N:20]=[CH:21][C:16]=2[CH:15]=1, predict the reactants needed to synthesize it. The reactants are: [Cl:1][C:2]1[CH:7]=[C:6]([C:8]2[S:12][C:11]([CH3:13])=[N:10][CH:9]=2)[CH:5]=[CH:4][C:3]=1[C:14]1[C:26](=[O:27])[N:25]([CH2:28][CH3:29])[C:17]2[N:18]=[C:19](S(C)=O)[N:20]=[CH:21][C:16]=2[CH:15]=1.[CH2:30]([N:32]1[CH2:37][CH2:36][CH:35]([C:38]2[CH:44]=[CH:43][C:41]([NH2:42])=[CH:40][CH:39]=2)[CH2:34][CH2:33]1)[CH3:31]. (7) The reactants are: [CH2:1]([C:21]([CH2:23][CH2:24][CH2:25][CH2:26]/[CH:27]=[CH:28]\[CH2:29]/[CH:30]=[CH:31]\[CH2:32]/[CH:33]=[CH:34]\[CH2:35]/[CH:36]=[CH:37]\[CH2:38][CH2:39][CH2:40][CH2:41][CH3:42])=[O:22])[CH2:2][CH2:3][CH2:4]/[CH:5]=[CH:6]\[CH2:7]/[CH:8]=[CH:9]\[CH2:10]/[CH:11]=[CH:12]\[CH2:13]/[CH:14]=[CH:15]\[CH2:16][CH2:17][CH2:18][CH2:19][CH3:20].[CH2:43](O)[CH:44]([OH:48])[CH2:45][CH2:46][OH:47].C1(C)C=CC(S([O-])(=O)=O)=CC=1.[NH+]1C=CC=CC=1. Given the product [CH2:1]([C:21]1([CH2:23][CH2:24][CH2:25][CH2:26]/[CH:27]=[CH:28]\[CH2:29]/[CH:30]=[CH:31]\[CH2:32]/[CH:33]=[CH:34]\[CH2:35]/[CH:36]=[CH:37]\[CH2:38][CH2:39][CH2:40][CH2:41][CH3:42])[O:48][CH:44]([CH2:45][CH2:46][OH:47])[CH2:43][O:22]1)[CH2:2][CH2:3][CH2:4]/[CH:5]=[CH:6]\[CH2:7]/[CH:8]=[CH:9]\[CH2:10]/[CH:11]=[CH:12]\[CH2:13]/[CH:14]=[CH:15]\[CH2:16][CH2:17][CH2:18][CH2:19][CH3:20], predict the reactants needed to synthesize it. (8) The reactants are: [NH2:1][C:2]1[CH:7]=[CH:6][C:5]([CH3:8])=[CH:4][C:3]=1[NH:9][C:10](=[O:17])[C:11]1[CH:16]=[CH:15][CH:14]=[CH:13][CH:12]=1.[CH3:18][O:19][C:20]1[CH:21]=[C:22]([CH:25]=[C:26]([O:30][CH3:31])[C:27]=1[O:28][CH3:29])[CH:23]=O. Given the product [CH3:8][C:5]1[CH:6]=[CH:7][C:2](/[N:1]=[CH:23]/[C:22]2[CH:25]=[C:26]([O:30][CH3:31])[C:27]([O:28][CH3:29])=[C:20]([O:19][CH3:18])[CH:21]=2)=[C:3]([NH:9][C:10](=[O:17])[C:11]2[CH:12]=[CH:13][CH:14]=[CH:15][CH:16]=2)[CH:4]=1, predict the reactants needed to synthesize it.